Predict the product of the given reaction. From a dataset of Forward reaction prediction with 1.9M reactions from USPTO patents (1976-2016). (1) Given the reactants [F:1][C:2]1[CH:3]=[C:4]([C:8]#[C:9][C:10]2[CH:19]=[CH:18][C:13]([C:14](OC)=[O:15])=[CH:12][CH:11]=2)[CH:5]=[CH:6][CH:7]=1.O.[NH2:21][NH2:22], predict the reaction product. The product is: [F:1][C:2]1[CH:3]=[C:4]([C:8]#[C:9][C:10]2[CH:19]=[CH:18][C:13]([C:14]([NH:21][NH2:22])=[O:15])=[CH:12][CH:11]=2)[CH:5]=[CH:6][CH:7]=1. (2) Given the reactants [F:1][CH:2]([F:12])[C:3]1[C:4]([C:9](Cl)=[O:10])=[N:5][N:6]([CH3:8])[N:7]=1.FC(F)(F)C(O)=O.[F:20][C:21]1[CH:22]=[C:23]2[C:27](=[C:28]([F:30])[CH:29]=1)[CH:26]([CH:31]1[CH2:35][CH2:34][CH2:33][NH:32]1)[CH2:25][CH2:24]2.C(N(CC)CC)C, predict the reaction product. The product is: [F:20][C:21]1[CH:22]=[C:23]2[C:27](=[C:28]([F:30])[CH:29]=1)[CH:26]([CH:31]1[CH2:35][CH2:34][CH2:33][N:32]1[C:9]([C:4]1[C:3]([CH:2]([F:12])[F:1])=[N:7][N:6]([CH3:8])[N:5]=1)=[O:10])[CH2:25][CH2:24]2.